This data is from Reaction yield outcomes from USPTO patents with 853,638 reactions. The task is: Predict the reaction yield, written as a fraction of the theoretical maximum amount of product (1.0 means a 100% yield; for example, 0.34 means a 34% yield). (1) The reactants are [O:1]=[C:2]1[CH2:7][CH:6]2[CH2:8][CH2:9][CH:3]1[CH2:4][CH:5]2C(O)=O.CC[N:15]([CH2:18]C)CC.C1(P(N=[N+]=[N-])(C2C=CC=CC=2)=[O:27])C=CC=CC=1.[C:37]([OH:41])([CH3:40])([CH3:39])[CH3:38]. No catalyst specified. The product is [C:37]([O:41][C:18](=[O:27])[NH:15][CH:5]1[CH2:4][CH:3]2[CH2:9][CH2:8][CH:6]1[CH2:7][C:2]2=[O:1])([CH3:40])([CH3:39])[CH3:38]. The yield is 0.630. (2) The reactants are [F:1][C:2]1[CH:10]=[CH:9][CH:8]=[C:7]2[C:3]=1[CH:4]=[C:5]([C:11]1[C:16]([CH:17]=[C:18]([CH3:20])[CH3:19])=[CH:15][N:14]=[C:13]([C:21]3[C:22]([N:41]([CH3:46])[S:42]([CH3:45])(=[O:44])=[O:43])=[CH:23][C:24]4[O:28][C:27]([C:29]5[CH:34]=[CH:33][C:32]([F:35])=[CH:31][CH:30]=5)=[C:26]([C:36]([NH:38][CH3:39])=[O:37])[C:25]=4[CH:40]=3)[CH:12]=1)[NH:6]2.[O-]P([O-])([O-])=O.[K+].[K+].[K+]. The catalyst is CC(N(C)C)=O.O. The product is [F:1][C:2]1[C:3]2[CH:4]=[C:5]3[C:11]4[CH:12]=[C:13]([C:21]5[C:22]([N:41]([CH3:46])[S:42]([CH3:45])(=[O:43])=[O:44])=[CH:23][C:24]6[O:28][C:27]([C:29]7[CH:30]=[CH:31][C:32]([F:35])=[CH:33][CH:34]=7)=[C:26]([C:36]([NH:38][CH3:39])=[O:37])[C:25]=6[CH:40]=5)[N:14]=[CH:15][C:16]=4[CH2:17][C:18]([CH3:20])([CH3:19])[N:6]3[C:7]=2[CH:8]=[CH:9][CH:10]=1. The yield is 0.400. (3) The reactants are [C:1]1([S:7]([CH:10]([NH:24][CH2:25][C:26]2[CH:31]=[CH:30][C:29]([C:32]3[CH:37]=[CH:36][CH:35]=[C:34]([C:38]#[C:39][CH3:40])[CH:33]=3)=[CH:28][CH:27]=2)[C:11]2[N:16]=[C:15]([NH:17][CH2:18][C:19]([O:21]CC)=[O:20])[CH:14]=[CH:13][CH:12]=2)(=[O:9])=[O:8])[CH:6]=[CH:5][CH:4]=[CH:3][CH:2]=1.[OH-].[Na+].O.Cl. The yield is 0.950. The catalyst is C(O)C. The product is [C:1]1([S:7]([CH:10]([NH:24][CH2:25][C:26]2[CH:27]=[CH:28][C:29]([C:32]3[CH:37]=[CH:36][CH:35]=[C:34]([C:38]#[C:39][CH3:40])[CH:33]=3)=[CH:30][CH:31]=2)[C:11]2[N:16]=[C:15]([NH:17][CH2:18][C:19]([OH:21])=[O:20])[CH:14]=[CH:13][CH:12]=2)(=[O:9])=[O:8])[CH:6]=[CH:5][CH:4]=[CH:3][CH:2]=1. (4) No catalyst specified. The yield is 0.330. The reactants are Br[C:2]1[N:7]=[N:6][C:5]([NH2:8])=[N:4][C:3]=1[C:9]1[CH:14]=[CH:13][CH:12]=[CH:11][CH:10]=1.[CH:15]([C:18]1[CH:19]=[C:20](B(O)O)[CH:21]=[CH:22][CH:23]=1)([CH3:17])[CH3:16]. The product is [C:9]1([C:3]2[N:4]=[C:5]([NH2:8])[N:6]=[N:7][C:2]=2[C:22]2[CH:21]=[CH:20][CH:19]=[C:18]([CH:15]([CH3:17])[CH3:16])[CH:23]=2)[CH:14]=[CH:13][CH:12]=[CH:11][CH:10]=1. (5) The reactants are [CH2:1]([NH:3][C:4](=[O:44])[NH:5][C:6]1[N:11]=[CH:10][C:9]([C:12]2[CH:13]=[C:14]3[C:19](=[CH:20][CH:21]=2)[N:18]([C@@H:22]([C:25]([CH3:28])([CH3:27])[CH3:26])[CH2:23][OH:24])[CH:17]=[C:16]([C:29]([O:31]CC)=[O:30])[C:15]3=[O:34])=[C:8]([C:35]2[S:36][CH:37]=[C:38]([C:40]([F:43])([F:42])[F:41])[N:39]=2)[CH:7]=1)[CH3:2].[OH-].[Li+].Cl. The catalyst is O1CCCC1.CO.O. The product is [CH2:1]([NH:3][C:4](=[O:44])[NH:5][C:6]1[N:11]=[CH:10][C:9]([C:12]2[CH:13]=[C:14]3[C:19](=[CH:20][CH:21]=2)[N:18]([C@@H:22]([C:25]([CH3:28])([CH3:27])[CH3:26])[CH2:23][OH:24])[CH:17]=[C:16]([C:29]([OH:31])=[O:30])[C:15]3=[O:34])=[C:8]([C:35]2[S:36][CH:37]=[C:38]([C:40]([F:41])([F:43])[F:42])[N:39]=2)[CH:7]=1)[CH3:2]. The yield is 0.350.